Dataset: Full USPTO retrosynthesis dataset with 1.9M reactions from patents (1976-2016). Task: Predict the reactants needed to synthesize the given product. The reactants are: [C:1](Cl)(Cl)=[S:2].[Br:5][C:6]1[CH:7]=[C:8]([CH:12]([C:14]2[CH:19]=[CH:18][C:17]([O:20][CH3:21])=[CH:16][CH:15]=2)[NH2:13])[CH:9]=[CH:10][CH:11]=1. Given the product [Br:5][C:6]1[CH:11]=[CH:10][CH:9]=[C:8]([CH:12]([N:13]=[C:1]=[S:2])[C:14]2[CH:19]=[CH:18][C:17]([O:20][CH3:21])=[CH:16][CH:15]=2)[CH:7]=1, predict the reactants needed to synthesize it.